This data is from Forward reaction prediction with 1.9M reactions from USPTO patents (1976-2016). The task is: Predict the product of the given reaction. (1) Given the reactants [C:1]([C:3]1[CH:8]=[CH:7][C:6]([NH:9][C:10]([C:12]2[CH:13]=[CH:14][C:15]3[O:20][CH2:19][CH2:18][N:17]([S:21]([C:24]4[CH:29]=[C:28]([Cl:30])[CH:27]=[CH:26][C:25]=4[O:31][CH3:32])(=[O:23])=[O:22])[C:16]=3[CH:33]=2)=[O:11])=[CH:5][CH:4]=1)#[N:2].[Cl-].[NH4+].[N-:36]=[N+:37]=[N-:38].[Na+].Cl, predict the reaction product. The product is: [NH:36]1[C:1]([C:3]2[CH:4]=[CH:5][C:6]([NH:9][C:10]([C:12]3[CH:13]=[CH:14][C:15]4[O:20][CH2:19][CH2:18][N:17]([S:21]([C:24]5[CH:29]=[C:28]([Cl:30])[CH:27]=[CH:26][C:25]=5[O:31][CH3:32])(=[O:23])=[O:22])[C:16]=4[CH:33]=3)=[O:11])=[CH:7][CH:8]=2)=[N:2][N:38]=[N:37]1. (2) Given the reactants [OH:1][CH:2]([CH2:11][C:12]1[CH:17]=[CH:16][CH:15]=[CH:14][CH:13]=1)[CH2:3][CH2:4][CH:5]1[NH:9][C:8](=[O:10])[CH2:7][CH2:6]1.[Si:18](Cl)([C:21]([CH3:24])([CH3:23])[CH3:22])([CH3:20])[CH3:19].N1C=CN=C1, predict the reaction product. The product is: [C:21]([Si:18]([CH3:20])([CH3:19])[O:1][CH:2]([CH2:11][C:12]1[CH:13]=[CH:14][CH:15]=[CH:16][CH:17]=1)[CH2:3][CH2:4][CH:5]1[NH:9][C:8](=[O:10])[CH2:7][CH2:6]1)([CH3:24])([CH3:23])[CH3:22]. (3) Given the reactants [S:1]1[C:5]2[C:6]([CH2:10][N:11]([CH2:25][CH:26]([CH3:28])[CH3:27])[CH:12]3[CH2:17][CH2:16][N:15](C([O:20][C:21]([CH3:24])(C)C)=O)[CH2:14][CH2:13]3)=[CH:7][CH:8]=[CH:9][C:4]=2[CH:3]=[CH:2]1.C1([O:35]C)C=CC=CC=1.F[C:38](F)(F)[C:39]([OH:41])=[O:40], predict the reaction product. The product is: [C:39]([OH:41])(=[O:40])/[CH:38]=[CH:24]/[C:21]([OH:20])=[O:35].[CH3:27][CH:26]([CH3:28])[CH2:25][N:11]([CH2:10][C:6]1[C:5]2[S:1][CH:2]=[CH:3][C:4]=2[CH:9]=[CH:8][CH:7]=1)[CH:12]1[CH2:17][CH2:16][NH:15][CH2:14][CH2:13]1. (4) Given the reactants [F:1][C:2]1[CH:7]=[CH:6][C:5]([C:8]2[C:9]([C:14]3[CH:19]=[CH:18][N:17]=[CH:16][CH:15]=3)=[N:10][C:11](=[S:13])[N:12]=2)=[CH:4][CH:3]=1.[O-]CC.[Na+], predict the reaction product. The product is: [F:1][C:2]1[CH:3]=[CH:4][C:5]([C:8]2[NH:12][C:11]([SH:13])=[N:10][C:9]=2[C:14]2[CH:19]=[CH:18][N:17]=[CH:16][CH:15]=2)=[CH:6][CH:7]=1. (5) Given the reactants [Cl:1][C:2]1[CH:7]=[C:6]([C:8]2[C:17]3[C:12](=[CH:13][C:14]([S:18]([O:21]C4C(F)=C(F)C(F)=C(F)C=4F)(=[O:20])=O)=[CH:15][CH:16]=3)[N:11]=[CH:10][N:9]=2)[C:5]([O:33][CH3:34])=[CH:4][C:3]=1[C:35]1[CH:40]=[CH:39][CH:38]=[C:37]([F:41])[CH:36]=1.[S:42]1[C:46]([NH2:47])=[N:45][CH:44]=[N:43]1.C(=O)([O-])[O-].[Cs+].[Cs+], predict the reaction product. The product is: [Cl:1][C:2]1[CH:7]=[C:6]([C:8]2[C:17]3[C:12](=[CH:13][C:14]([S:18]([NH:47][C:46]4[S:42][N:43]=[CH:44][N:45]=4)(=[O:20])=[O:21])=[CH:15][CH:16]=3)[N:11]=[CH:10][N:9]=2)[C:5]([O:33][CH3:34])=[CH:4][C:3]=1[C:35]1[CH:40]=[CH:39][CH:38]=[C:37]([F:41])[CH:36]=1. (6) Given the reactants C[O:2][C:3](=O)[CH2:4][C:5]([NH:7][C:8]1[CH:13]=[CH:12][C:11]([CH2:14][CH2:15][C:16]2[CH:21]=[CH:20][C:19]([F:22])=[CH:18][CH:17]=2)=[CH:10][CH:9]=1)=[O:6].[NH3:24], predict the reaction product. The product is: [F:22][C:19]1[CH:20]=[CH:21][C:16]([CH2:15][CH2:14][C:11]2[CH:12]=[CH:13][C:8]([NH:7][C:5](=[O:6])[CH2:4][C:3]([NH2:24])=[O:2])=[CH:9][CH:10]=2)=[CH:17][CH:18]=1.